This data is from Orexin1 receptor HTS with 218,158 compounds and 233 confirmed actives. The task is: Binary Classification. Given a drug SMILES string, predict its activity (active/inactive) in a high-throughput screening assay against a specified biological target. (1) The compound is Fc1c(N2CCOCC2)nc(nc1)N\N=C\c1cc(OC)c(OC)cc1. The result is 0 (inactive). (2) The molecule is O(C(=O)C(NC(=O)c1[nH]cnc1C(=O)NC(C)C(OCc1ccccc1)=O)C)Cc1ccccc1. The result is 0 (inactive).